Task: Predict the reaction yield, written as a fraction of the theoretical maximum amount of product (1.0 means a 100% yield; for example, 0.34 means a 34% yield).. Dataset: Reaction yield outcomes from USPTO patents with 853,638 reactions (1) The reactants are [NH2:1][C:2]1[S:3][CH:4]=[C:5]([CH2:7][C:8]([OH:10])=[O:9])[N:6]=1.[C:11]1([CH3:20])[C:12]([N:17]=[C:18]=[O:19])=[CH:13][CH:14]=[CH:15][CH:16]=1. The catalyst is CC(C)=O. The product is [C:11]1([CH3:20])[CH:16]=[CH:15][CH:14]=[CH:13][C:12]=1[NH:17][C:18](=[O:19])[NH:1][C:2]1[S:3][CH:4]=[C:5]([CH2:7][C:8]([OH:10])=[O:9])[N:6]=1. The yield is 0.660. (2) The reactants are [Br:1][C:2]1[CH:7]=[CH:6][C:5](F)=[CH:4][C:3]=1[Cl:9].[CH2:10]([S-:12])[CH3:11].[Na+]. The catalyst is CS(C)=O. The product is [Br:1][C:2]1[CH:7]=[CH:6][C:5]([S:12][CH2:10][CH3:11])=[CH:4][C:3]=1[Cl:9]. The yield is 0.700. (3) The reactants are [C:1]1([C:7]2[CH:11]=[C:10]([C:12]([OH:14])=O)[O:9][N:8]=2)[CH:6]=[CH:5][CH:4]=[CH:3][CH:2]=1.CN(C(O[N:23]1[N:31]=[N:30]C2C=CC=CC1=2)=[N+](C)C)C.F[P-](F)(F)(F)(F)F.[N-]=[N+]=[N-].[Na+].CCN(C(C)C)C(C)C. The catalyst is CN(C=O)C.C1COCC1. The product is [C:1]1([C:7]2[CH:11]=[C:10]([C:12]([N:30]=[N+:31]=[N-:23])=[O:14])[O:9][N:8]=2)[CH:6]=[CH:5][CH:4]=[CH:3][CH:2]=1. The yield is 0.600. (4) The reactants are C[C@H:2]1[NH:7][CH2:6][CH2:5][N:4]([C:8]2[CH:13]=[CH:12][C:11](C(F)(F)F)=[CH:10][N:9]=2)[CH2:3]1.[Br:18]C1C=CC(Br)=CN=1. No catalyst specified. The product is [Br:18][C:11]1[CH:12]=[CH:13][C:8]([N:4]2[CH2:5][CH2:6][NH:7][CH2:2][CH2:3]2)=[N:9][CH:10]=1. The yield is 0.730.